From a dataset of Retrosynthesis with 50K atom-mapped reactions and 10 reaction types from USPTO. Predict the reactants needed to synthesize the given product. (1) Given the product COc1cc(Nc2nccc(Oc3ccc(NC(=O)Nc4cc([Si](C)(C)C)nn4-c4ccc(C)cc4)c4ccccc34)n2)cc(C(=O)O)c1, predict the reactants needed to synthesize it. The reactants are: COc1cc(N)cc(C(=O)O)c1.Cc1ccc(-n2nc([Si](C)(C)C)cc2NC(=O)Nc2ccc(Oc3ccnc(Cl)n3)c3ccccc23)cc1. (2) Given the product N#Cc1[nH]c(C(=O)NC2CCN(c3cc(C(=O)O)nc4ccccc34)CC2)c(Cl)c1Cl, predict the reactants needed to synthesize it. The reactants are: COC(=O)c1cc(N2CCC(NC(=O)c3[nH]c(C#N)c(Cl)c3Cl)CC2)c2ccccc2n1. (3) The reactants are: Cc1nc2sccn2c1C(=O)NC[C@H]1NC[C@@H]2CC(C)C[C@H]12.Nc1nc(C(=O)O)c(-c2ccccc2)s1. Given the product Cc1nc2sccn2c1C(=O)NC[C@@H]1[C@H]2CC(C)C[C@H]2CN1C(=O)c1nc(N)sc1-c1ccccc1, predict the reactants needed to synthesize it. (4) Given the product Clc1nccc2ccc(-c3ccc4[nH]ccc4c3)cc12, predict the reactants needed to synthesize it. The reactants are: Clc1nccc2ccc(Br)cc12.OB(O)c1ccc2[nH]ccc2c1.